This data is from Human Reference Interactome with 51,813 positive PPI pairs across 8,248 proteins, plus equal number of experimentally-validated negative pairs. The task is: Binary Classification. Given two protein amino acid sequences, predict whether they physically interact or not. (1) Protein 1 (ENSG00000151006) has sequence MKWCWGPVLLIAGATVLMEGLQAAQRACGQRGPGPPKPQEGNTVPGEWPWQASVRRQGAHICSGSLVADTWVLTAAHCFEKAAATELNSWSVVLGSLQREGLSPGAEEVGVAALQLPRAYNHYSQGSDLALLQLAHPTTHTPLCLPQPAHRFPFGASCWATGWDQDTSDAPGTLRNLRLRLISRPTCNCIYNQLHQRHLSNPARPGMLCGGPQPGVQGPCQGDSGGPVLCLEPDGHWVQAGIISFASSCAQEDAPVLLTNTAAHSSWLQARVQGAAFLAQSPETPEMSDEDSCVACGSLR.... Protein 2 (ENSG00000251380) has sequence MHYGAATHIQNSRSHGLETVPGHQRLERGAGGETPEFPGCHSPAPPENFGNELLPLSAPLQGLSEGLYPPGRNKTLPAGVLREGAVQFLHRGLCNSNLSSEASARPSGTQDELHSSRRKTGQTRREGARKHLVCSFRLYPFTVHTVSPGNSHLALYQVFKAVKLCPSETSFFLSRKSLKSSDPWHPPSLSPNSWNRQAGFRAWSSHLISLSLTCSDSQSRRVSSSQQPPLHSLSSHRRAAHVPE*. Result: 0 (the proteins do not interact). (2) Protein 1 (ENSG00000136541) has sequence MTDVPATFTQAECNGDKPPENGQQTITKISEELTDVDSPLPHYRVEPSLEGALTKGSQEERRKLQGNMLLNSSMEDKMLKENPEEKLFIVHKAITDLSLQETSADEMTFREGHQWEKIPLSGSNQEIRRQKERITEQPLKEEEDEDRKNKGHQAAEIEWLMTDVPATFTQAECNGDKPPENGQQTITKISEELTDVDSPLPHYRVEPSLEGALTKGSQEERRKLQGNMLLNSSMEDKMLKENPEEKLFIVHKAITDLSLQETSADEMTFREDGVSLLLPRLECNGAISADCNLCLQGSSD.... Protein 2 (ENSG00000118518) has sequence MAGCGEIDHSINMLPTNRKANESCSNTAPSLTVPECAICLQTCVHPVSLPCKHVFCYLCVKGASWLGKRCALCRQEIPEDFLDKPTLLSPEELKAASRGNGEYAWYYEGRNGWWQYDERTSRELEDAFSKGKKNTEMLIAGFLYVADLENMVQYRRNEHGRRRKIKRDIIDIPKKGVAGLRLDCDANTVNLARESSADGADSVSAQSGASVQPLVSSVRPLTSVDGQLTSPATPSPDASTSLEDSFAHLQLSGDNTAERSHRGEGEEDHESPSSGRVPAPDTSIEETESDASSDSEDVSA.... Result: 0 (the proteins do not interact).